Dataset: Catalyst prediction with 721,799 reactions and 888 catalyst types from USPTO. Task: Predict which catalyst facilitates the given reaction. (1) Reactant: [OH:1][C:2]1[CH:3]=[C:4]([CH:8]=[C:9]([O:11][C@@H:12]([CH3:16])[CH2:13][O:14][CH3:15])[CH:10]=1)[C:5]([OH:7])=[O:6].C(=O)([O-])[O-].[K+].[K+].[N:23]1([C:27]([C:29]2[CH:34]=[N:33][C:32](Cl)=[CH:31][N:30]=2)=[O:28])[CH2:26][CH2:25][CH2:24]1.C(OC(C)C)(=O)C. Product: [N:23]1([C:27]([C:29]2[N:30]=[CH:31][C:32]([O:1][C:2]3[CH:3]=[C:4]([CH:8]=[C:9]([O:11][C@@H:12]([CH3:16])[CH2:13][O:14][CH3:15])[CH:10]=3)[C:5]([OH:7])=[O:6])=[N:33][CH:34]=2)=[O:28])[CH2:26][CH2:25][CH2:24]1. The catalyst class is: 58. (2) Reactant: [F:1][C:2]([F:20])([F:19])[C:3]1[CH:4]=[CH:5][C:6]2[O:10][C:9]([C:11]3[CH:16]=[CH:15][N:14]=[CH:13][C:12]=3[OH:17])=[N:8][C:7]=2[CH:18]=1.C(=O)([O-])[O-].[K+].[K+].CN(C=O)C.Cl[CH:33]([F:35])[F:34]. Product: [F:34][CH:33]([F:35])[O:17][C:12]1[CH:13]=[N:14][CH:15]=[CH:16][C:11]=1[C:9]1[O:10][C:6]2[CH:5]=[CH:4][C:3]([C:2]([F:19])([F:1])[F:20])=[CH:18][C:7]=2[N:8]=1. The catalyst class is: 6. (3) The catalyst class is: 6. Reactant: C(O)(C(F)(F)F)=O.C(OC(=O)[N:14]([CH2:32][C@@H:33]1[C@@H:40]2[C@@H:36]([O:37]C(C)(C)[O:39]2)[C@H:35]([N:43]2[CH:51]=[N:50][C:49]3[C:44]2=[N:45][CH:46]=[N:47][C:48]=3[NH2:52])[O:34]1)[CH2:15][CH2:16][CH2:17][NH:18][C:19]1[NH:23][C:22]2[CH:24]=[CH:25][C:26]([C:28]([CH3:31])([CH3:30])[CH3:29])=[CH:27][C:21]=2[N:20]=1)(C)(C)C. Product: [NH2:52][C:48]1[N:47]=[CH:46][N:45]=[C:44]2[C:49]=1[N:50]=[CH:51][N:43]2[C@H:35]1[C@H:36]([OH:37])[C@H:40]([OH:39])[C@@H:33]([CH2:32][NH:14][CH2:15][CH2:16][CH2:17][NH:18][C:19]2[NH:23][C:22]3[CH:24]=[CH:25][C:26]([C:28]([CH3:31])([CH3:30])[CH3:29])=[CH:27][C:21]=3[N:20]=2)[O:34]1. (4) Reactant: C(N(CC)CC)C.[C:8]([C:12]1[CH:13]=[C:14]([C:24](=[O:26])[CH3:25])[CH:15]=[C:16]([NH:20][CH:21]([CH3:23])[CH3:22])[C:17]=1[O:18][CH3:19])([CH3:11])([CH3:10])[CH3:9].[Br:27]N1C(=O)CCC1=O.C(OCC)(=O)C. Product: [Br:27][CH2:25][C:24]([C:14]1[CH:15]=[C:16]([NH:20][CH:21]([CH3:22])[CH3:23])[C:17]([O:18][CH3:19])=[C:12]([C:8]([CH3:9])([CH3:11])[CH3:10])[CH:13]=1)=[O:26]. The catalyst class is: 7. (5) Reactant: [Si:1]([O:8][C@@H:9]1[CH2:14][CH2:13][CH2:12][N:11]([C:15]2[CH:20]=[CH:19][C:18]([C:21]([F:24])([F:23])[F:22])=[CH:17][C:16]=2[N+:25]([O-])=O)[CH2:10]1)([C:4]([CH3:7])([CH3:6])[CH3:5])([CH3:3])[CH3:2].[H][H]. Product: [Si:1]([O:8][C@@H:9]1[CH2:14][CH2:13][CH2:12][N:11]([C:15]2[CH:20]=[CH:19][C:18]([C:21]([F:22])([F:24])[F:23])=[CH:17][C:16]=2[NH2:25])[CH2:10]1)([C:4]([CH3:7])([CH3:6])[CH3:5])([CH3:3])[CH3:2]. The catalyst class is: 43. (6) The catalyst class is: 142. Product: [C:19]([O:22][C:23]([N:16]1[C:11]2[CH:12]=[N:13][CH:14]=[CH:15][C:10]=2[N:9]=[C:8]1[C:6]1[CH:7]=[C:2]([Br:1])[CH:3]=[CH:4][C:5]=1[Cl:17])=[O:24])([CH3:21])([CH3:20])[CH3:18]. Reactant: [Br:1][C:2]1[CH:3]=[CH:4][C:5]([Cl:17])=[C:6]([C:8]2[NH:16][C:11]3[CH:12]=[N:13][CH:14]=[CH:15][C:10]=3[N:9]=2)[CH:7]=1.[CH3:18][C:19]([O:22][C:23](O[C:23]([O:22][C:19]([CH3:21])([CH3:20])[CH3:18])=[O:24])=[O:24])([CH3:21])[CH3:20]. (7) Reactant: [O:1]=[C:2]1[CH:11]2[CH:6]([CH2:7][CH2:8][CH2:9][CH2:10]2)[N:5]([C:12]([O:14][CH2:15][C:16]2[CH:21]=[CH:20][CH:19]=[CH:18][CH:17]=2)=[O:13])[CH2:4][CH2:3]1.C([O-])([O-])=O.[K+].[K+]. Product: [O:1]=[C:2]1[C@H:11]2[C@H:6]([CH2:7][CH2:8][CH2:9][CH2:10]2)[N:5]([C:12]([O:14][CH2:15][C:16]2[CH:21]=[CH:20][CH:19]=[CH:18][CH:17]=2)=[O:13])[CH2:4][CH2:3]1. The catalyst class is: 5.